From a dataset of Full USPTO retrosynthesis dataset with 1.9M reactions from patents (1976-2016). Predict the reactants needed to synthesize the given product. (1) Given the product [CH2:1]([O:8][C:9]([NH:11][C:12]([CH3:17])([CH3:16])[C:13]([NH2:21])=[O:14])=[O:10])[C:2]1[CH:7]=[CH:6][CH:5]=[CH:4][CH:3]=1, predict the reactants needed to synthesize it. The reactants are: [CH2:1]([O:8][C:9]([NH:11][C:12]([CH3:17])([CH3:16])[C:13](O)=[O:14])=[O:10])[C:2]1[CH:7]=[CH:6][CH:5]=[CH:4][CH:3]=1.Cl.C([N:21]=C=NCCCN(C)C)C.C(N(CC)CC)C.N. (2) The reactants are: [NH2:1][C:2]1[N:7]=[CH:6][C:5](I)=[CH:4][N:3]=1.[CH3:9][Si:10]([C:13]#[CH:14])([CH3:12])[CH3:11]. Given the product [CH3:9][Si:10]([C:13]#[C:14][C:5]1[CH:4]=[N:3][C:2]([NH2:1])=[N:7][CH:6]=1)([CH3:12])[CH3:11], predict the reactants needed to synthesize it. (3) Given the product [C:44]([C:41]([C:37]1[CH:36]=[C:35]([CH:40]=[CH:39][CH:38]=1)[C:34]([NH:33][C:31]1[CH:30]=[CH:29][C:28]([CH3:47])=[C:27]([NH:26][C:20]2[C:19]3[C:24](=[CH:25][C:16]([O:15][CH2:14][CH:11]4[CH2:10][CH2:9][NH:8][CH2:13][CH2:12]4)=[CH:17][CH:18]=3)[N:23]=[CH:22][N:21]=2)[CH:32]=1)=[O:46])([CH3:42])[CH3:43])#[N:45], predict the reactants needed to synthesize it. The reactants are: C(OC([N:8]1[CH2:13][CH2:12][CH:11]([CH2:14][O:15][C:16]2[CH:25]=[C:24]3[C:19]([C:20]([NH:26][C:27]4[CH:32]=[C:31]([NH:33][C:34](=[O:46])[C:35]5[CH:40]=[CH:39][CH:38]=[C:37]([C:41]([C:44]#[N:45])([CH3:43])[CH3:42])[CH:36]=5)[CH:30]=[CH:29][C:28]=4[CH3:47])=[N:21][CH:22]=[N:23]3)=[CH:18][CH:17]=2)[CH2:10][CH2:9]1)=O)(C)(C)C. (4) The reactants are: B1([O-])OO1.[OH2:5].[OH2:6].O.O.[Na+].[Cl:10][C:11]1[CH:12]=[C:13]([CH:15]=[C:16]([F:18])[CH:17]=1)[NH2:14].CC(OC)(C)C. Given the product [Cl:10][C:11]1[CH:12]=[C:13]([N+:14]([O-:6])=[O:5])[CH:15]=[C:16]([F:18])[CH:17]=1, predict the reactants needed to synthesize it. (5) Given the product [CH3:1][C:2]1[CH:3]=[C:4]([NH:5][S:20]([CH2:17][CH2:18][CH3:19])(=[O:22])=[O:21])[CH:6]=[C:7]([CH3:9])[CH:8]=1, predict the reactants needed to synthesize it. The reactants are: [CH3:1][C:2]1[CH:3]=[C:4]([CH:6]=[C:7]([CH3:9])[CH:8]=1)[NH2:5].C(N(CC)CC)C.[CH2:17]([S:20](Cl)(=[O:22])=[O:21])[CH2:18][CH3:19]. (6) Given the product [CH3:1][N:2]1[C@H:11]2[CH2:12][C:13]3[CH:18]=[CH:17][C:16]([O:19][CH3:20])=[CH:15][C:14]=3[C@:5]3([C@@H:10]2[CH2:9][CH2:8][CH2:7][CH2:6]3)[CH2:4][CH2:3]1.[CH3:1][N:2]1[CH2:3][CH2:4][C@@:5]23[C:14]4[CH:15]=[CH:16][CH:17]=[CH:18][C:13]=4[CH2:12][C@@H:11]1[C@@H:10]2[CH2:9][CH2:8][CH2:7][CH2:6]3, predict the reactants needed to synthesize it. The reactants are: [CH3:1][N:2]1[C@H:11]2[CH2:12][C:13]3[CH:18]=[CH:17][C:16]([O:19][CH3:20])=[CH:15][C:14]=3[C@:5]3([C@@H:10]2[CH2:9][CH2:8][CH2:7][CH2:6]3)[CH2:4][CH2:3]1.O.Br.C([O-])([O-])=O.[K+].[K+]. (7) Given the product [NH:9]1[CH2:10][CH2:11][CH2:12][C@@H:13]2[C:14]3[CH:15]=[CH:16][C:4]([NH2:1])=[CH:5][C:6]=3[CH2:7][C@H:8]12.[ClH:17], predict the reactants needed to synthesize it. The reactants are: [N+:1]([C:4]1[CH:16]=[CH:15][C:14]2[C:13]3[C:8](=[N:9][CH:10]=[CH:11][CH:12]=3)[CH2:7][C:6]=2[CH:5]=1)([O-])=O.[ClH:17]. (8) Given the product [CH:33]([N:20]1[CH2:19][CH2:18][N:17]([C:14]2[CH:13]=[CH:12][C:11]([C:9]3[N:8]=[C:7]([O:23][C@@H:24]([C@H:26]4[CH2:30][NH:29][C:28](=[O:31])[CH2:27]4)[CH3:25])[C:6]4[N:2]([CH3:1])[CH:3]=[N:4][C:5]=4[CH:10]=3)=[CH:16][CH:15]=2)[CH2:22][CH2:21]1)([CH3:35])[CH3:32], predict the reactants needed to synthesize it. The reactants are: [CH3:1][N:2]1[C:6]2[C:7]([O:23][C@@H:24]([C@H:26]3[CH2:30][NH:29][C:28](=[O:31])[CH2:27]3)[CH3:25])=[N:8][C:9]([C:11]3[CH:16]=[CH:15][C:14]([N:17]4[CH2:22][CH2:21][NH:20][CH2:19][CH2:18]4)=[CH:13][CH:12]=3)=[CH:10][C:5]=2[N:4]=[CH:3]1.[CH3:32][C:33]([CH3:35])=O.C(O[BH-](OC(=O)C)OC(=O)C)(=O)C.[Na+]. (9) Given the product [F:4][C@@:5]1([C:17]([OH:19])=[O:18])[CH2:9][CH2:8][N:7]([C:10]2[CH:15]=[CH:14][CH:13]=[CH:12][CH:11]=2)[C:6]1=[O:16], predict the reactants needed to synthesize it. The reactants are: [Li+].[OH-].O.[F:4][C@@:5]1([C:17]([O:19]CC)=[O:18])[CH2:9][CH2:8][N:7]([C:10]2[CH:15]=[CH:14][CH:13]=[CH:12][CH:11]=2)[C:6]1=[O:16].Cl.